Task: Predict the product of the given reaction.. Dataset: Forward reaction prediction with 1.9M reactions from USPTO patents (1976-2016) Given the reactants [OH:1][C@@H:2]1[CH2:7][CH2:6][CH2:5][CH2:4][C@H:3]1[NH:8][C:9]1[S:10][C:11]2[CH:17]=[C:16]([OH:18])[CH:15]=[CH:14][C:12]=2[N:13]=1.C(=O)([O-])[O-].[Cs+].[Cs+].[Cl:25][C:26]1[CH:31]=[C:30](F)[CH:29]=[CH:28][N:27]=1, predict the reaction product. The product is: [Cl:25][C:26]1[CH:31]=[C:30]([O:18][C:16]2[CH:15]=[CH:14][C:12]3[N:13]=[C:9]([NH:8][C@@H:3]4[CH2:4][CH2:5][CH2:6][CH2:7][C@H:2]4[OH:1])[S:10][C:11]=3[CH:17]=2)[CH:29]=[CH:28][N:27]=1.